This data is from Peptide-MHC class II binding affinity with 134,281 pairs from IEDB. The task is: Regression. Given a peptide amino acid sequence and an MHC pseudo amino acid sequence, predict their binding affinity value. This is MHC class II binding data. (1) The peptide sequence is SQDLELSWNLNGYQAY. The MHC is DRB1_1302 with pseudo-sequence DRB1_1302. The binding affinity (normalized) is 0.585. (2) The peptide sequence is YDKFLWNVSTVLTGK. The MHC is DRB1_0802 with pseudo-sequence DRB1_0802. The binding affinity (normalized) is 0.705. (3) The MHC is HLA-DQA10103-DQB10603 with pseudo-sequence HLA-DQA10103-DQB10603. The binding affinity (normalized) is 0. The peptide sequence is QFELYKRTDIVEVDR. (4) The MHC is HLA-DPA10301-DPB10402 with pseudo-sequence HLA-DPA10301-DPB10402. The peptide sequence is GYKVLVLNPSVAAT. The binding affinity (normalized) is 0.656. (5) The MHC is DRB1_0401 with pseudo-sequence DRB1_0401. The binding affinity (normalized) is 0.261. The peptide sequence is RQKIIYSGAVNLDDE. (6) The binding affinity (normalized) is 0.952. The MHC is DRB1_0405 with pseudo-sequence DRB1_0405. The peptide sequence is CFKYILIQAGFDQRL. (7) The binding affinity (normalized) is 0.0548. The peptide sequence is GWYDWQQVPFCSNHFTEL. The MHC is DRB1_0301 with pseudo-sequence DRB1_0301. (8) The peptide sequence is SCIAIGIITLYLGAVVQA. The MHC is DRB1_1501 with pseudo-sequence DRB1_1501. The binding affinity (normalized) is 0.286. (9) The peptide sequence is YAIGGSSNPTILSEG. The MHC is DRB1_1302 with pseudo-sequence DRB1_1302. The binding affinity (normalized) is 0.415.